This data is from Catalyst prediction with 721,799 reactions and 888 catalyst types from USPTO. The task is: Predict which catalyst facilitates the given reaction. (1) Reactant: [OH:1][C:2]1[C:7](=[O:8])[N:6]([CH:9]([CH3:11])[CH3:10])[C:5](=[O:12])[N:4]2[CH2:13][CH2:14][N:15](C=CC)[C:16](=[O:17])[C:3]=12. Product: [OH:1][C:2]1[C:7](=[O:8])[N:6]([CH:9]([CH3:10])[CH3:11])[C:5](=[O:12])[N:4]2[CH2:13][CH2:14][NH:15][C:16](=[O:17])[C:3]=12. The catalyst class is: 240. (2) Reactant: [OH:1][C@@H:2]1[CH2:7][C@@H:6]([OH:8])[C@H:5]([CH3:9])[O:4][C@H:3]1[O:10][C@H:11]([CH3:24])[CH2:12][CH2:13][C:14]([O:16][CH2:17][C:18]1[CH:23]=[CH:22][CH:21]=[CH:20][CH:19]=1)=[O:15].[N:25]([CH2:28][C@@H:29]([CH3:33])[C:30](O)=[O:31])=[N+:26]=[N-:27].CCN=C=NCCCN(C)C.Cl.C(O)(C)C. Product: [N:25]([CH2:28][C@@H:29]([CH3:33])[C:30]([O:8][C@H:6]1[C@H:5]([CH3:9])[O:4][C@@H:3]([O:10][C@H:11]([CH3:24])[CH2:12][CH2:13][C:14]([O:16][CH2:17][C:18]2[CH:19]=[CH:20][CH:21]=[CH:22][CH:23]=2)=[O:15])[C@H:2]([OH:1])[CH2:7]1)=[O:31])=[N+:26]=[N-:27]. The catalyst class is: 112. (3) Reactant: [CH2:1]([NH2:4])[CH2:2][CH3:3].C([O-])(=O)C.[Na+].Br[C:11]1[C:12]([NH:14][C:15](=[O:17])[CH:16]=1)=[O:13]. Product: [CH2:1]([NH:4][C:11]1[C:12]([NH:14][C:15](=[O:17])[CH:16]=1)=[O:13])[CH2:2][CH3:3]. The catalyst class is: 5. (4) Reactant: [N+:1]([C:4]1[N:9]=[CH:8][C:7]([N:10]2[CH2:15][CH2:14][O:13][CH2:12][CH2:11]2)=[CH:6][CH:5]=1)([O-])=O.[Cl-].[NH4+]. Product: [O:13]1[CH2:14][CH2:15][N:10]([C:7]2[CH:6]=[CH:5][C:4]([NH2:1])=[N:9][CH:8]=2)[CH2:11][CH2:12]1. The catalyst class is: 284. (5) Reactant: Cl.[NH2:2][CH2:3][C:4]1[CH:5]=[C:6]2[C:10](=[CH:11][CH:12]=1)[C:9](=[O:13])[N:8]([CH:14]1[CH2:19][CH2:18][C:17](=[O:20])[NH:16][C:15]1=[O:21])[C:7]2=[O:22].[C:23]([CH2:27][C:28](Cl)=[O:29])([CH3:26])([CH3:25])[CH3:24].CCN(C(C)C)C(C)C. Product: [O:21]=[C:15]1[CH:14]([N:8]2[C:7](=[O:22])[C:6]3[C:10](=[CH:11][CH:12]=[C:4]([CH2:3][NH:2][C:28](=[O:29])[CH2:27][C:23]([CH3:26])([CH3:25])[CH3:24])[CH:5]=3)[C:9]2=[O:13])[CH2:19][CH2:18][C:17](=[O:20])[NH:16]1. The catalyst class is: 2.